From a dataset of Full USPTO retrosynthesis dataset with 1.9M reactions from patents (1976-2016). Predict the reactants needed to synthesize the given product. (1) Given the product [C:11]1([C:20]2[CH:21]=[CH:22][CH:23]=[CH:24][CH:25]=2)[CH:16]=[CH:15][CH:14]=[CH:13][C:12]=1[C:2]1[CH:10]=[CH:9][CH:8]=[C:7]2[C:3]=1[CH:4]=[CH:5][CH2:6]2, predict the reactants needed to synthesize it. The reactants are: Br[C:2]1[CH:10]=[CH:9][CH:8]=[C:7]2[C:3]=1[CH:4]=[CH:5][CH2:6]2.[C:11]1([C:20]2[CH:25]=[CH:24][CH:23]=[CH:22][CH:21]=2)[CH:16]=[CH:15][CH:14]=[CH:13][C:12]=1B(O)O.C(=O)([O-])[O-].[K+].[K+].O1CCOCC1. (2) Given the product [OH:6][CH2:5][CH:3]1[CH2:4][C:2]1([NH:1][C:26](=[O:27])[O:28][CH3:29])[C:7]1[CH:12]=[CH:11][CH:10]=[C:9]([N+:13]([O-:15])=[O:14])[CH:8]=1, predict the reactants needed to synthesize it. The reactants are: [NH2:1][C:2]1([C:7]2[CH:12]=[CH:11][CH:10]=[C:9]([N+:13]([O-:15])=[O:14])[CH:8]=2)[CH2:4][CH:3]1[CH2:5][OH:6].C(N(C(C)C)CC)(C)C.Cl[C:26]([O:28][CH3:29])=[O:27]. (3) Given the product [CH3:16][O:17][C:2]1[N:7]=[C:6]([C:8]([F:11])([F:10])[F:9])[C:5]([C:12]([O:14][CH3:15])=[O:13])=[CH:4][N:3]=1, predict the reactants needed to synthesize it. The reactants are: Cl[C:2]1[N:7]=[C:6]([C:8]([F:11])([F:10])[F:9])[C:5]([C:12]([O:14][CH3:15])=[O:13])=[CH:4][N:3]=1.[CH3:16][O-:17].[Na+]. (4) Given the product [CH3:15][N:4]1[C:3](=[O:16])[CH:2]=[C:7]([N:8]2[CH2:13][CH2:12][N:11]([CH3:14])[CH2:10][CH2:9]2)[CH:6]=[N:5]1, predict the reactants needed to synthesize it. The reactants are: Cl[C:2]1[C:3](=[O:16])[N:4]([CH3:15])[N:5]=[CH:6][C:7]=1[N:8]1[CH2:13][CH2:12][N:11]([CH3:14])[CH2:10][CH2:9]1.C([O-])=O.[NH4+].ClCCl.CO. (5) Given the product [CH:16]1([C:15]2[O:14][N:13]=[C:12]([C:19]3[CH:24]=[CH:23][CH:22]=[CH:21][C:20]=3[O:25][C:26]([F:28])([F:27])[F:29])[C:11]=2[CH2:10][O:9][CH:6]2[CH2:5][CH2:4][N:3]([C:2]3[N:1]=[C:32]([C:34]4[CH:43]=[CH:42][C:37]([C:38]([O:40][CH3:41])=[O:39])=[CH:36][CH:35]=4)[O:31][N:30]=3)[CH2:8][CH2:7]2)[CH2:17][CH2:18]1, predict the reactants needed to synthesize it. The reactants are: [NH2:1][C:2](=[N:30][O:31][C:32]([C:34]1[CH:43]=[CH:42][C:37]([C:38]([O:40][CH3:41])=[O:39])=[CH:36][CH:35]=1)=O)[N:3]1[CH2:8][CH2:7][CH:6]([O:9][CH2:10][C:11]2[C:12]([C:19]3[CH:24]=[CH:23][CH:22]=[CH:21][C:20]=3[O:25][C:26]([F:29])([F:28])[F:27])=[N:13][O:14][C:15]=2[CH:16]2[CH2:18][CH2:17]2)[CH2:5][CH2:4]1.C([O-])(=O)C.[Na+]. (6) Given the product [ClH:1].[CH:28]1([C@:4]2([C:2]#[N:3])[CH2:8][CH2:7][N:6]([C:9]3[CH:14]=[CH:13][N:12]=[C:11]([NH:15][C:16]4[CH:17]=[N:18][N:19]([C:21]([CH3:25])([CH3:26])[C:22]([N:62]5[CH2:67][CH2:66][O:65][CH2:64][CH2:63]5)=[O:24])[CH:20]=4)[N:10]=3)[C:5]2=[O:27])[CH2:30][CH2:29]1, predict the reactants needed to synthesize it. The reactants are: [ClH:1].[C:2]([C@@:4]1([CH:28]2[CH2:30][CH2:29]2)[CH2:8][CH2:7][N:6]([C:9]2[CH:14]=[CH:13][N:12]=[C:11]([NH:15][C:16]3[CH:17]=[N:18][N:19]([C:21]([CH3:26])([CH3:25])[C:22]([OH:24])=O)[CH:20]=3)[N:10]=2)[C:5]1=[O:27])#[N:3].C(N=C=NCCCN(C)C)C.O.ON1C2C=CC=CC=2N=N1.C(N(CC)C(C)C)(C)C.[NH:62]1[CH2:67][CH2:66][O:65][CH2:64][CH2:63]1. (7) The reactants are: Cl.[NH2:2][C@@H:3]([C@H:8]([O:10][C:11](=[O:38])[C@@H:12]([NH:14][C:15](=[O:37])[CH2:16][CH2:17]/[CH:18]=[CH:19]\[CH2:20]/[CH:21]=[CH:22]\[CH2:23]/[CH:24]=[CH:25]\[CH2:26]/[CH:27]=[CH:28]\[CH2:29]/[CH:30]=[CH:31]\[CH2:32]/[CH:33]=[CH:34]\[CH2:35][CH3:36])[CH3:13])[CH3:9])[C:4]([O:6][CH3:7])=[O:5].[C:39](O)(=[O:59])[CH2:40][CH2:41][CH2:42]/[CH:43]=[CH:44]\[CH2:45]/[CH:46]=[CH:47]\[CH2:48]/[CH:49]=[CH:50]\[CH2:51]/[CH:52]=[CH:53]\[CH2:54]/[CH:55]=[CH:56]\[CH2:57][CH3:58].CN(C(ON1N=NC2C=CC=NC1=2)=[N+](C)C)C.F[P-](F)(F)(F)(F)F.CCN(C(C)C)C(C)C. Given the product [C:15]([NH:14][C@@H:12]([CH3:13])[C:11]([O:10][C@H:8]([CH3:9])[C@H:3]([NH:2][C:39](=[O:59])[CH2:40][CH2:41][CH2:42]/[CH:43]=[CH:44]\[CH2:45]/[CH:46]=[CH:47]\[CH2:48]/[CH:49]=[CH:50]\[CH2:51]/[CH:52]=[CH:53]\[CH2:54]/[CH:55]=[CH:56]\[CH2:57][CH3:58])[C:4]([O:6][CH3:7])=[O:5])=[O:38])(=[O:37])[CH2:16][CH2:17]/[CH:18]=[CH:19]\[CH2:20]/[CH:21]=[CH:22]\[CH2:23]/[CH:24]=[CH:25]\[CH2:26]/[CH:27]=[CH:28]\[CH2:29]/[CH:30]=[CH:31]\[CH2:32]/[CH:33]=[CH:34]\[CH2:35][CH3:36], predict the reactants needed to synthesize it.